This data is from Reaction yield outcomes from USPTO patents with 853,638 reactions. The task is: Predict the reaction yield, written as a fraction of the theoretical maximum amount of product (1.0 means a 100% yield; for example, 0.34 means a 34% yield). The catalyst is ClCCl. The yield is 1.10. The product is [Br:7][C:8]1[CH:25]=[C:24]([N+:26]([O-:28])=[O:27])[CH:23]=[C:22]([Br:29])[C:9]=1[O:10][C:11]1[CH:16]=[CH:15][C:14]([OH:17])=[C:13]([CH:19]([CH3:21])[CH3:20])[CH:12]=1. The reactants are C(OCC)(=O)C.[Br:7][C:8]1[CH:25]=[C:24]([N+:26]([O-:28])=[O:27])[CH:23]=[C:22]([Br:29])[C:9]=1[O:10][C:11]1[CH:16]=[CH:15][C:14]([O:17]C)=[C:13]([CH:19]([CH3:21])[CH3:20])[CH:12]=1.B(Br)(Br)Br.